Dataset: Forward reaction prediction with 1.9M reactions from USPTO patents (1976-2016). Task: Predict the product of the given reaction. Given the reactants [CH3:1][O:2][C:3]1[CH:9]=[CH:8][CH:7]=[CH:6][C:4]=1[NH2:5].[N-:10]([C:13]#[N:14])[C:11]#[N:12].[Na+], predict the reaction product. The product is: [C:11]([N:10]=[C:13]([NH2:14])[NH:5][C:4]1[CH:6]=[CH:7][CH:8]=[CH:9][C:3]=1[O:2][CH3:1])#[N:12].